From a dataset of Reaction yield outcomes from USPTO patents with 853,638 reactions. Predict the reaction yield, written as a fraction of the theoretical maximum amount of product (1.0 means a 100% yield; for example, 0.34 means a 34% yield). The product is [NH2:1][C:2]1[N:7]=[CH:6][C:5]([C:8]#[C:9][C:11]2[S:15][C:14]([C:16]([NH:18][C:19]3[CH:24]=[C:23]([C:25]([F:28])([F:26])[F:27])[CH:22]=[CH:21][C:20]=3[F:29])=[O:17])=[CH:13][CH:12]=2)=[CH:4][N:3]=1. The yield is 0.520. The catalyst is CN(C=O)C.[Cu]I.C1C=CC([P]([Pd]([P](C2C=CC=CC=2)(C2C=CC=CC=2)C2C=CC=CC=2)([P](C2C=CC=CC=2)(C2C=CC=CC=2)C2C=CC=CC=2)[P](C2C=CC=CC=2)(C2C=CC=CC=2)C2C=CC=CC=2)(C2C=CC=CC=2)C2C=CC=CC=2)=CC=1. The reactants are [NH2:1][C:2]1[N:7]=[CH:6][C:5]([C:8]#[CH:9])=[CH:4][N:3]=1.Br[C:11]1[S:15][C:14]([C:16]([NH:18][C:19]2[CH:24]=[C:23]([C:25]([F:28])([F:27])[F:26])[CH:22]=[CH:21][C:20]=2[F:29])=[O:17])=[CH:13][CH:12]=1.